From a dataset of Forward reaction prediction with 1.9M reactions from USPTO patents (1976-2016). Predict the product of the given reaction. (1) Given the reactants Cl[C:2]1[C:3]2[CH2:19][CH2:18][CH2:17][C:4]=2[N:5]=[C:6]([C:8]2[CH:13]=[CH:12][C:11]([O:14][CH3:15])=[C:10]([Cl:16])[CH:9]=2)[N:7]=1.[CH2:20]([O:22][C:23](=[O:34])[CH2:24][C:25]1[CH:26]=[C:27]2[C:31](=[CH:32][CH:33]=1)[NH:30][N:29]=[CH:28]2)[CH3:21].C(=O)([O-])[O-].[Cs+].[Cs+].C1C=CC(P(C2C(C3C(P(C4C=CC=CC=4)C4C=CC=CC=4)=CC=C4C=3C=CC=C4)=C3C(C=CC=C3)=CC=2)C2C=CC=CC=2)=CC=1, predict the reaction product. The product is: [Cl:16][C:10]1[CH:9]=[C:8]([C:6]2[N:7]=[C:2]([N:30]3[C:31]4[C:27](=[CH:26][C:25]([CH2:24][C:23]([O:22][CH2:20][CH3:21])=[O:34])=[CH:33][CH:32]=4)[CH:28]=[N:29]3)[C:3]3[CH2:19][CH2:18][CH2:17][C:4]=3[N:5]=2)[CH:13]=[CH:12][C:11]=1[O:14][CH3:15]. (2) Given the reactants Cl[C:2]1[S:6][N:5]=[C:4]([S:7][CH2:8][C:9]2[CH:14]=[CH:13][CH:12]=[CH:11][CH:10]=2)[N:3]=1.[N:15]1[CH:20]=[C:19]([CH2:21][OH:22])[CH:18]=[N:17][CH:16]=1.[H-].[Na+].[Cl-].[Na+], predict the reaction product. The product is: [N:15]1[CH:20]=[C:19]([CH2:21][O:22][C:2]2[S:6][N:5]=[C:4]([S:7][CH2:8][C:9]3[CH:14]=[CH:13][CH:12]=[CH:11][CH:10]=3)[N:3]=2)[CH:18]=[N:17][CH:16]=1.